From a dataset of Catalyst prediction with 721,799 reactions and 888 catalyst types from USPTO. Predict which catalyst facilitates the given reaction. (1) Reactant: [CH2:1]=[CH:2]C(=C)C.[CH3:6][O:7][C:8]([O:12][CH2:13][C:14]#[CH:15])([CH2:10][CH3:11])[CH3:9].BrCC. Product: [CH3:6][O:7][C:8]([CH3:9])([O:12][CH2:13][C:14]#[C:15][CH2:1][CH3:2])[CH2:10][CH3:11]. The catalyst class is: 81. (2) Reactant: C[O:2][C:3](=[O:22])[C:4]1[CH:9]=[C:8]([C:10]#[C:11][C:12]2[CH:17]=[CH:16][CH:15]=[CH:14][CH:13]=2)[CH:7]=[CH:6][C:5]=1[O:18][CH2:19][CH2:20][CH3:21]. Product: [C:12]1([C:11]#[C:10][C:8]2[CH:7]=[CH:6][C:5]([O:18][CH2:19][CH2:20][CH3:21])=[C:4]([CH:9]=2)[C:3]([OH:22])=[O:2])[CH:13]=[CH:14][CH:15]=[CH:16][CH:17]=1. The catalyst class is: 500. (3) Reactant: [CH3:1][C:2]1(C)[CH2:7]CCC(C)(C)N1.C(=O)=O.[Li]CCCC.[Cl:19][C:20]1[CH:28]=[CH:27][C:23]([C:24]([OH:26])=[O:25])=[CH:22][N:21]=1.C(=O)CC. Product: [Cl:19][C:20]1[N:21]=[CH:22][C:23]2[C:24](=[O:26])[O:25][CH:1]([CH2:2][CH3:7])[C:27]=2[CH:28]=1. The catalyst class is: 1. (4) Reactant: [N:1]1[CH:6]=[CH:5][CH:4]=[C:3]([C:7]2[CH:14]=[CH:13][CH:12]=[CH:11][C:8]=2[CH:9]=[O:10])[CH:2]=1.[BH4-].[Na+].Cl. Product: [N:1]1[CH:6]=[CH:5][CH:4]=[C:3]([C:7]2[CH:14]=[CH:13][CH:12]=[CH:11][C:8]=2[CH2:9][OH:10])[CH:2]=1. The catalyst class is: 5. (5) Reactant: CN(C)[CH:3]=[CH:4][C:5]([C:7]1[S:11][C:10]([N:12]=CN(C)C)=[N:9][C:8]=1[CH3:17])=O.[N:19]1([C:25]2[CH:30]=[CH:29][C:28]([NH:31][C:32]([NH2:34])=[NH:33])=[CH:27][CH:26]=2)[CH2:24][CH2:23][S:22][CH2:21][CH2:20]1. Product: [NH2:12][C:10]1[S:11][C:7]([C:5]2[CH:4]=[CH:3][N:34]=[C:32]([NH:31][C:28]3[CH:27]=[CH:26][C:25]([N:19]4[CH2:24][CH2:23][S:22][CH2:21][CH2:20]4)=[CH:30][CH:29]=3)[N:33]=2)=[C:8]([CH3:17])[N:9]=1. The catalyst class is: 23. (6) Reactant: S(=O)(=O)(O)O.C[O:7][CH:8](OC)[C:9]1[C:13]2[CH2:14][CH2:15][CH2:16][C:12]=2[N:11]([C:17]2[CH:24]=[CH:23][C:20]([C:21]#[N:22])=[CH:19][C:18]=2[C:25]([F:28])([F:27])[F:26])[N:10]=1. Product: [CH:8]([C:9]1[C:13]2[CH2:14][CH2:15][CH2:16][C:12]=2[N:11]([C:17]2[CH:24]=[CH:23][C:20]([C:21]#[N:22])=[CH:19][C:18]=2[C:25]([F:28])([F:26])[F:27])[N:10]=1)=[O:7]. The catalyst class is: 4. (7) Reactant: [C:1](Cl)(=[O:10])[CH:2]=[CH:3][C:4]1[CH:9]=[CH:8][CH:7]=[CH:6][CH:5]=1.N1C=CC=CC=1.[CH3:18][O:19][C:20]1[CH:25]=[CH:24][C:23]([NH2:26])=[CH:22][CH:21]=1. Product: [CH3:18][O:19][C:20]1[CH:25]=[CH:24][C:23]([NH:26][C:1](=[O:10])[CH:2]=[CH:3][C:4]2[CH:9]=[CH:8][CH:7]=[CH:6][CH:5]=2)=[CH:22][CH:21]=1. The catalyst class is: 4. (8) Reactant: Cl[CH2:2][C:3](Cl)=[O:4].Cl.[F:7][C:8]1[CH:25]=[C:24]([F:26])[CH:23]=[CH:22][C:9]=1[CH2:10][C:11]1[N:16]=[CH:15][C:14]2[C:17]([CH3:21])([CH3:20])[CH2:18][NH:19][C:13]=2[CH:12]=1.C(N(CC)CC)C.[C:34]([O:38][C:39]([N:41]1[CH2:46][C@H:45]([CH2:47][OH:48])[NH:44][CH2:43][C@H:42]1[CH3:49])=[O:40])([CH3:37])([CH3:36])[CH3:35]. Product: [C:34]([O:38][C:39]([N:41]1[CH2:46][C@H:45]([CH2:47][OH:48])[N:44]([CH2:2][C:3]([N:19]2[C:13]3[CH:12]=[C:11]([CH2:10][C:9]4[CH:22]=[CH:23][C:24]([F:26])=[CH:25][C:8]=4[F:7])[N:16]=[CH:15][C:14]=3[C:17]([CH3:21])([CH3:20])[CH2:18]2)=[O:4])[CH2:43][C@H:42]1[CH3:49])=[O:40])([CH3:37])([CH3:36])[CH3:35]. The catalyst class is: 2. (9) Reactant: [NH2:1][CH:2]1[CH2:7][CH2:6][N:5]([C:8]([C:10]2[CH:15]=[CH:14][C:13]([C:16]3[CH:21]=[CH:20][N:19]4[N:22]=[CH:23][C:24]([C:25]5[CH:32]=[CH:31][C:28]([C:29]#[N:30])=[CH:27][CH:26]=5)=[C:18]4[N:17]=3)=[CH:12][CH:11]=2)=[O:9])[CH2:4][CH2:3]1.[C:33](Cl)(=[O:35])[CH3:34]. Product: [C:29]([C:28]1[CH:31]=[CH:32][C:25]([C:24]2[CH:23]=[N:22][N:19]3[CH:20]=[CH:21][C:16]([C:13]4[CH:12]=[CH:11][C:10]([C:8]([N:5]5[CH2:6][CH2:7][CH:2]([NH:1][C:33](=[O:35])[CH3:34])[CH2:3][CH2:4]5)=[O:9])=[CH:15][CH:14]=4)=[N:17][C:18]=23)=[CH:26][CH:27]=1)#[N:30]. The catalyst class is: 2.